Dataset: NCI-60 drug combinations with 297,098 pairs across 59 cell lines. Task: Regression. Given two drug SMILES strings and cell line genomic features, predict the synergy score measuring deviation from expected non-interaction effect. (1) Drug 1: CN1C(=O)N2C=NC(=C2N=N1)C(=O)N. Drug 2: CS(=O)(=O)OCCCCOS(=O)(=O)C. Cell line: NCI-H226. Synergy scores: CSS=-6.70, Synergy_ZIP=2.38, Synergy_Bliss=-2.18, Synergy_Loewe=-1.51, Synergy_HSA=-6.49. (2) Drug 1: C1=C(C(=O)NC(=O)N1)N(CCCl)CCCl. Drug 2: CCCCCOC(=O)NC1=NC(=O)N(C=C1F)C2C(C(C(O2)C)O)O. Cell line: HCC-2998. Synergy scores: CSS=29.0, Synergy_ZIP=3.67, Synergy_Bliss=5.20, Synergy_Loewe=4.87, Synergy_HSA=5.95. (3) Drug 1: CN(C)N=NC1=C(NC=N1)C(=O)N. Drug 2: C#CCC(CC1=CN=C2C(=N1)C(=NC(=N2)N)N)C3=CC=C(C=C3)C(=O)NC(CCC(=O)O)C(=O)O. Cell line: 786-0. Synergy scores: CSS=2.81, Synergy_ZIP=-11.0, Synergy_Bliss=-23.2, Synergy_Loewe=-52.2, Synergy_HSA=-23.3. (4) Drug 1: CCC1=CC2CC(C3=C(CN(C2)C1)C4=CC=CC=C4N3)(C5=C(C=C6C(=C5)C78CCN9C7C(C=CC9)(C(C(C8N6C)(C(=O)OC)O)OC(=O)C)CC)OC)C(=O)OC.C(C(C(=O)O)O)(C(=O)O)O. Drug 2: C1=CC(=CC=C1CCCC(=O)O)N(CCCl)CCCl. Cell line: 786-0. Synergy scores: CSS=55.9, Synergy_ZIP=-2.17, Synergy_Bliss=-3.38, Synergy_Loewe=-23.6, Synergy_HSA=1.16. (5) Drug 1: CC12CCC(CC1=CCC3C2CCC4(C3CC=C4C5=CN=CC=C5)C)O. Drug 2: C1CCC(C(C1)N)N.C(=O)(C(=O)[O-])[O-].[Pt+4]. Cell line: HCT116. Synergy scores: CSS=28.1, Synergy_ZIP=-6.59, Synergy_Bliss=-1.95, Synergy_Loewe=-15.4, Synergy_HSA=-0.135.